The task is: Predict the reactants needed to synthesize the given product.. This data is from Full USPTO retrosynthesis dataset with 1.9M reactions from patents (1976-2016). Given the product [ClH:1].[ClH:1].[CH:3]([C@H:16]1[N:21]2[CH2:22][CH2:23][CH2:24][C@H:20]2[CH2:19][N:18]([CH2:25][C:26]2[CH:31]=[C:30]([C:35]3[CH:40]=[CH:39][CH:38]=[CH:37][CH:36]=3)[CH:29]=[CH:28][C:27]=2[O:33][CH3:34])[CH2:17]1)([C:10]1[CH:15]=[CH:14][CH:13]=[CH:12][CH:11]=1)[C:4]1[CH:9]=[CH:8][CH:7]=[CH:6][CH:5]=1, predict the reactants needed to synthesize it. The reactants are: [ClH:1].Cl.[CH:3]([C@H:16]1[N:21]2[CH2:22][CH2:23][CH2:24][C@H:20]2[CH2:19][N:18]([CH2:25][C:26]2[CH:31]=[C:30](Br)[CH:29]=[CH:28][C:27]=2[O:33][CH3:34])[CH2:17]1)([C:10]1[CH:15]=[CH:14][CH:13]=[CH:12][CH:11]=1)[C:4]1[CH:9]=[CH:8][CH:7]=[CH:6][CH:5]=1.[C:35]1(B(O)O)[CH:40]=[CH:39][CH:38]=[CH:37][CH:36]=1.O.